This data is from Forward reaction prediction with 1.9M reactions from USPTO patents (1976-2016). The task is: Predict the product of the given reaction. (1) Given the reactants [Br:1][C:2]1[CH:7]=[CH:6][C:5]([C@:8]2([C:23]([O:25]C)=[O:24])[CH2:10][C:9]2([C:17]2[CH:22]=[CH:21][CH:20]=[CH:19][CH:18]=2)[C:11]2[CH:16]=[CH:15][CH:14]=[CH:13][CH:12]=2)=[CH:4][CH:3]=1.CC([O-])(C)C.[K+], predict the reaction product. The product is: [Br:1][C:2]1[CH:3]=[CH:4][C:5]([C@:8]2([C:23]([OH:25])=[O:24])[CH2:10][C:9]2([C:11]2[CH:12]=[CH:13][CH:14]=[CH:15][CH:16]=2)[C:17]2[CH:22]=[CH:21][CH:20]=[CH:19][CH:18]=2)=[CH:6][CH:7]=1. (2) Given the reactants [NH2:1][C:2]1[C:10]2[C:9]([C:11]3[CH:16]=[CH:15][CH:14]=[C:13]([NH2:17])[CH:12]=3)=[N:8][C:7]([NH:18][CH:19]3[CH2:21][CH2:20]3)=[N:6][C:5]=2[S:4][C:3]=1[C:22]([NH2:24])=[O:23].[F:25][C:26]([F:37])([F:36])[C:27](O[C:27](=[O:28])[C:26]([F:37])([F:36])[F:25])=[O:28], predict the reaction product. The product is: [NH2:1][C:2]1[C:10]2[C:9]([C:11]3[CH:16]=[CH:15][CH:14]=[C:13]([NH:17][C:27](=[O:28])[C:26]([F:37])([F:36])[F:25])[CH:12]=3)=[N:8][C:7]([NH:18][CH:19]3[CH2:20][CH2:21]3)=[N:6][C:5]=2[S:4][C:3]=1[C:22]([NH2:24])=[O:23]. (3) Given the reactants F[C:2]1[CH:10]=[CH:9][CH:8]=[C:7]2[C:3]=1[C:4](=[O:19])[N:5]([CH2:12][C:13]1[CH:18]=[CH:17][N:16]=[CH:15][CH:14]=1)[C:6]2=[O:11].[NH:20]1[CH2:25][CH2:24][CH2:23][C@@H:22]([C:26]([OH:28])=[O:27])[CH2:21]1.C(=O)([O-])[O-].[Cs+].[Cs+].C(O)(=O)C, predict the reaction product. The product is: [O:11]=[C:6]1[C:7]2[C:3](=[C:2]([N:20]3[CH2:25][CH2:24][CH2:23][C@@H:22]([C:26]([OH:28])=[O:27])[CH2:21]3)[CH:10]=[CH:9][CH:8]=2)[C:4](=[O:19])[N:5]1[CH2:12][C:13]1[CH:18]=[CH:17][N:16]=[CH:15][CH:14]=1. (4) Given the reactants [Br:1][C:2]1[CH:7]=[CH:6][C:5]([C:8]2[O:12][N:11]=[C:10]([CH3:13])[C:9]=2[NH2:14])=[CH:4][CH:3]=1.[CH:15]1[C:24]2[C:19](=[CH:20][CH:21]=[CH:22][CH:23]=2)[CH:18]=[CH:17][C:16]=1[C:25](=O)[CH3:26], predict the reaction product. The product is: [Br:1][C:2]1[CH:3]=[CH:4][C:5]([C:8]2[O:12][N:11]=[C:10]([CH3:13])[C:9]=2[NH:14][CH:25]([C:16]2[CH:17]=[CH:18][C:19]3[C:24](=[CH:23][CH:22]=[CH:21][CH:20]=3)[CH:15]=2)[CH3:26])=[CH:6][CH:7]=1. (5) Given the reactants [F:1][C:2]([F:7])([F:6])[C:3]([OH:5])=[O:4].[NH:8]1[CH2:11][CH2:10][C@H:9]1[CH2:12][O:13][C:14]1[CH:15]=[C:16]([C:20]2[CH:25]=[CH:24][CH:23]=[CH:22][C:21]=2CCCO)[CH:17]=[N:18][CH:19]=1.[C:30](O)(C(F)(F)F)=O.C=O.CC1C(Br)=[C:44]([OH:47])[C:43](Br)=[CH:42]C=1C1(C2C=C(Br)C(O)=C(Br)C=2C)OS(=O)(=O)C2C=CC=CC1=2.CC([O-])=O.[Na+].C([BH3-])#N.[Na+], predict the reaction product. The product is: [F:1][C:2]([F:7])([F:6])[C:3]([OH:5])=[O:4].[CH3:30][N:8]1[CH2:11][CH2:10][C@H:9]1[CH2:12][O:13][C:14]1[CH:15]=[C:16]([C:20]2[CH:21]=[C:22]([CH2:42][CH2:43][CH2:44][OH:47])[CH:23]=[CH:24][CH:25]=2)[CH:17]=[N:18][CH:19]=1. (6) Given the reactants C[Si](C)(C)[C:3]1[S:7][C:6]2[CH:8]=[CH:9][C:10]([CH:12]=[O:13])=[CH:11][C:5]=2[CH:4]=1.C(O)(C(F)(F)F)=O.[Br:23]Br, predict the reaction product. The product is: [Br:23][C:4]1[C:5]2[CH:11]=[C:10]([CH:12]=[O:13])[CH:9]=[CH:8][C:6]=2[S:7][CH:3]=1.